Dataset: Catalyst prediction with 721,799 reactions and 888 catalyst types from USPTO. Task: Predict which catalyst facilitates the given reaction. (1) Reactant: [CH:1]1([CH2:4][O:5][C:6]2[C:7]([C:13]([OH:15])=[O:14])=[N:8][C:9]([CH3:12])=[CH:10][CH:11]=2)[CH2:3][CH2:2]1.CN(C(ON1N=NC2C=CC=CC1=2)=[N+](C)C)C.[B-](F)(F)(F)F.CCN(C(C)C)C(C)C.[Cl:47][C:48]1[N:52]2[CH:53]=[CH:54][CH:55]=[C:56]([CH3:57])[C:51]2=[N:50][C:49]=1[CH2:58][C@@H:59]1[CH2:64][CH2:63][CH2:62][CH2:61][NH:60]1.C([O-])(O)=O.[Na+]. Product: [Cl:47][C:48]1[N:52]2[CH:53]=[CH:54][CH:55]=[C:56]([CH3:57])[C:51]2=[N:50][C:49]=1[CH2:58][C@@H:59]1[CH2:64][CH2:63][CH2:62][CH2:61][N:60]1[C:13]([C:7]1[C:6]([O:5][CH2:4][CH:1]2[CH2:2][CH2:3]2)=[CH:11][CH:10]=[C:9]([CH3:12])[N:8]=1)=[O:15].[ClH:47].[Cl:47][C:48]1[N:52]2[CH:53]=[CH:54][CH:55]=[C:56]([CH3:57])[C:51]2=[N:50][C:49]=1[CH2:58][C@@H:59]1[CH2:64][CH2:63][CH2:62][CH2:61][N:60]1[C:13]([C:7]1[C:6]([O:5][CH2:4][CH:1]2[CH2:3][CH2:2]2)=[CH:11][CH:10]=[C:9]([CH3:12])[N:8]=1)=[O:14]. The catalyst class is: 85. (2) Reactant: Cl[C:2]1[CH:7]=[C:6]([CH:8]([F:10])[F:9])[CH:5]=[CH:4][N:3]=1.[C:11]([O:15][C:16](=[O:18])[NH2:17])([CH3:14])([CH3:13])[CH3:12].C([O-])([O-])=O.[Cs+].[Cs+].CC(C1C=C(C(C)C)C(C2C=CC=CC=2P(C2CCCCC2)C2CCCCC2)=C(C(C)C)C=1)C. Product: [F:9][CH:8]([F:10])[C:6]1[CH:5]=[CH:4][N:3]=[C:2]([NH:17][C:16](=[O:18])[O:15][C:11]([CH3:14])([CH3:13])[CH3:12])[CH:7]=1. The catalyst class is: 231. (3) Reactant: [CH3:1][N:2]([CH3:5])[CH:3]=[O:4].[Br:6][C:7]1[CH:17]=[CH:16]C2NC(=O)[CH2:13][O:14][C:9]=2[CH:8]=1.C(=O)([O-])[O-].[K+].[K+].IC. Product: [Br:6][C:7]1[CH:17]=[CH:16][C:1]2[N:2]([CH3:5])[C:3](=[O:4])[CH2:13][O:14][C:9]=2[CH:8]=1. The catalyst class is: 6. (4) The catalyst class is: 13. Reactant: C(C(C(C(O)=O)O)O)(O)=[O:2].[Cl:11]C1C=CC2CCNC[C@H](C)C=2C=1.[Cl:24][C:25]1[CH:26]=[CH:27][C:28]2[CH2:34][CH2:33][NH:32][CH2:31][C@H:30]([CH3:35])[C:29]=2[CH:36]=1.C(=O)([O-])[O-].[K+].[K+].Cl.O.[Cl:45][C:46]1[CH:47]=[CH:48][C:49]2[CH2:55][CH2:54][NH:53][CH2:52][C@H:51]([CH3:56])[C:50]=2[CH:57]=1.[Cl:58]C1C=CC2CCNC[C@H](C)C=2C=1. Product: [OH2:2].[ClH:11].[Cl:24][C:25]1[CH:26]=[CH:27][C:28]2[CH2:34][CH2:33][NH:32][CH2:31][C@H:30]([CH3:35])[C:29]=2[CH:36]=1.[Cl:45][C:46]1[CH:47]=[CH:48][C:49]2[CH2:55][CH2:54][NH:53][CH2:52][C@H:51]([CH3:56])[C:50]=2[CH:57]=1.[ClH:58]. (5) Reactant: [C:1]([O:5][C:6](=[O:26])[N:7]([C@H:9]([CH2:19][C:20]1[CH:25]=[CH:24][CH:23]=[CH:22][CH:21]=1)[CH2:10][NH:11]CC1C=CC=CC=1)[CH3:8])([CH3:4])([CH3:3])[CH3:2]. Product: [C:1]([O:5][C:6](=[O:26])[N:7]([C@@H:9]([CH2:10][NH2:11])[CH2:19][C:20]1[CH:25]=[CH:24][CH:23]=[CH:22][CH:21]=1)[CH3:8])([CH3:2])([CH3:4])[CH3:3]. The catalyst class is: 723. (6) Reactant: [OH:1][C:2]1[CH:10]=[CH:9][C:5]([C:6](=[S:8])[NH2:7])=[CH:4][CH:3]=1.Br[CH2:12][CH:13](OC)OC.CC1C=CC(S(O)(=O)=O)=CC=1. Product: [OH:1][C:2]1[CH:10]=[CH:9][C:5]([C:6]2[S:8][CH:12]=[CH:13][N:7]=2)=[CH:4][CH:3]=1. The catalyst class is: 14. (7) Reactant: F[C:2]1[CH:9]=[C:8]([C:10]2[C:18]3[CH2:17][C:16]([CH3:20])([CH3:19])[CH2:15][C:14](=[O:21])[C:13]=3[N:12]([CH3:22])[CH:11]=2)[CH:7]=[CH:6][C:3]=1[C:4]#[N:5].[O:23]1[CH2:27][CH2:26][CH2:25][CH:24]1[CH2:28][NH2:29].C(N(CC)C(C)C)(C)C. Product: [O:23]1[CH2:27][CH2:26][CH2:25][CH:24]1[CH2:28][NH:29][C:2]1[CH:9]=[C:8]([C:10]2[C:18]3[CH2:17][C:16]([CH3:20])([CH3:19])[CH2:15][C:14](=[O:21])[C:13]=3[N:12]([CH3:22])[CH:11]=2)[CH:7]=[CH:6][C:3]=1[C:4]#[N:5]. The catalyst class is: 16. (8) Reactant: [CH3:1][O:2][C:3]([C:5]1[CH:13]=[CH:12][C:8]([C:9]([OH:11])=O)=[CH:7][CH:6]=1)=[O:4].C(N(CC)CC)C.CN(C(ON1N=NC2C=CC=NC1=2)=[N+](C)C)C.F[P-](F)(F)(F)(F)F.[NH2:45][CH:46]1[CH2:51][CH2:50][N:49]([CH2:52][C:53]2[CH:60]=[CH:59][C:56]([C:57]#[N:58])=[CH:55][CH:54]=2)[CH2:48][CH2:47]1.Cl. Product: [C:57]([C:56]1[CH:55]=[CH:54][C:53]([CH2:52][N:49]2[CH2:48][CH2:47][CH:46]([NH:45][C:9]([C:8]3[CH:7]=[CH:6][C:5]([C:3]([O:2][CH3:1])=[O:4])=[CH:13][CH:12]=3)=[O:11])[CH2:51][CH2:50]2)=[CH:60][CH:59]=1)#[N:58]. The catalyst class is: 6.